Predict the reaction yield, written as a fraction of the theoretical maximum amount of product (1.0 means a 100% yield; for example, 0.34 means a 34% yield). From a dataset of Reaction yield outcomes from USPTO patents with 853,638 reactions. (1) The catalyst is CO. The product is [CH2:1]([C@H:3]1[CH2:8][N:7]([CH:9]2[CH2:10][O:11][CH2:12]2)[CH2:6][CH2:5][N:4]1[C:13]1[CH:14]=[CH:15][C:16]([NH:19][C:20]2[C:25](=[O:26])[N:24]([CH3:27])[CH:23]=[C:22]([C:28]3[CH:29]=[CH:30][N:31]=[C:32]([N:36]4[CH:48]=[CH:47][N:39]5[C:40]6[CH2:41][CH2:42][CH2:43][CH2:44][C:45]=6[CH:46]=[C:38]5[C:37]4=[O:49])[C:33]=3[CH2:34][OH:35])[CH:21]=2)=[N:17][CH:18]=1)[CH3:2]. The reactants are [CH2:1]([C@H:3]1[CH2:8][N:7]([CH:9]2[CH2:12][O:11][CH2:10]2)[CH2:6][CH2:5][N:4]1[C:13]1[CH:14]=[CH:15][C:16]([NH:19][C:20]2[C:25](=[O:26])[N:24]([CH3:27])[CH:23]=[C:22]([C:28]3[C:33]([CH:34]=[O:35])=[C:32]([N:36]4[CH:48]=[CH:47][N:39]5[C:40]6[CH2:41][CH2:42][CH2:43][CH2:44][C:45]=6[CH:46]=[C:38]5[C:37]4=[O:49])[N:31]=[CH:30][CH:29]=3)[CH:21]=2)=[N:17][CH:18]=1)[CH3:2].[BH4-].[Na+]. The yield is 0.350. (2) The reactants are [CH:1]1([CH2:4][O:5][NH:6][C:7]([C:9]2[C:17]([NH:18][C:19]3[CH:24]=[CH:23][C:22]([C:25]#[C:26][Si](C)(C)C)=[CH:21][C:20]=3[CH3:31])=[C:16]([F:32])[C:12]3[N:13]=[CH:14][NH:15][C:11]=3[CH:10]=2)=[O:8])[CH2:3][CH2:2]1.CCCC[N+](CCCC)(CCCC)CCCC.[F-]. The catalyst is O1CCCC1.O. The product is [CH:1]1([CH2:4][O:5][NH:6][C:7]([C:9]2[C:17]([NH:18][C:19]3[CH:24]=[CH:23][C:22]([C:25]#[CH:26])=[CH:21][C:20]=3[CH3:31])=[C:16]([F:32])[C:12]3[N:13]=[CH:14][NH:15][C:11]=3[CH:10]=2)=[O:8])[CH2:3][CH2:2]1. The yield is 0.650. (3) The reactants are [CH2:1]([O:8][C:9]1[C:14](Br)=[CH:13][CH:12]=[CH:11][C:10]=1[CH2:16][C:17]([O:19][CH3:20])=[O:18])[C:2]1[CH:7]=[CH:6][CH:5]=[CH:4][CH:3]=1.[Cu][C:22]#[N:23].Cl. The catalyst is [Fe](Cl)(Cl)Cl.CN(C)C=O. The product is [CH2:1]([O:8][C:9]1[C:14]([C:22]#[N:23])=[CH:13][CH:12]=[CH:11][C:10]=1[CH2:16][C:17]([O:19][CH3:20])=[O:18])[C:2]1[CH:7]=[CH:6][CH:5]=[CH:4][CH:3]=1. The yield is 0.710. (4) The reactants are [Cl:1][C:2]1[CH:3]=[CH:4][C:5]([N+:18]([O-])=O)=[C:6]([C:8]2[C:9]([C:13](OCC)=[O:14])=[N:10][O:11][CH:12]=2)[CH:7]=1.[O-]S(S([O-])=O)=O.[Na+].[Na+].CCO. The catalyst is O. The product is [Cl:1][C:2]1[CH:3]=[CH:4][C:5]2[NH:18][C:13](=[O:14])[C:9]3=[N:10][O:11][CH:12]=[C:8]3[C:6]=2[CH:7]=1. The yield is 0.470.